Dataset: Catalyst prediction with 721,799 reactions and 888 catalyst types from USPTO. Task: Predict which catalyst facilitates the given reaction. (1) Reactant: [CH3:1][CH:2]([CH3:11])[C:3](=[O:10])[CH2:4][C:5]([O:7][CH2:8][CH3:9])=[O:6].[C:12](=O)([O-])[O-].[K+].[K+].CI. Product: [CH3:12][CH:4]([C:3](=[O:10])[CH:2]([CH3:1])[CH3:11])[C:5]([O:7][CH2:8][CH3:9])=[O:6]. The catalyst class is: 1. (2) Reactant: [F:1][C:2]1[CH:3]=[C:4]([CH:44]=[C:45]([F:47])[CH:46]=1)[CH2:5][C:6]1[CH:7]=[C:8]2[C:12](=[CH:13][CH:14]=1)[NH:11][N:10]=[C:9]2[NH:15][C:16]([C:18]1[CH:23]=[CH:22][C:21]([N:24]2[CH2:29][CH2:28][N:27]([CH3:30])[CH2:26][CH2:25]2)=[CH:20][C:19]=1[NH:31][CH2:32][CH:33]1[CH2:36][N:35](C(OC(C)(C)C)=O)[CH2:34]1)=[O:17].C(O)(C(F)(F)F)=O. Product: [NH:35]1[CH2:34][CH:33]([CH2:32][NH:31][C:19]2[CH:20]=[C:21]([N:24]3[CH2:25][CH2:26][N:27]([CH3:30])[CH2:28][CH2:29]3)[CH:22]=[CH:23][C:18]=2[C:16]([NH:15][C:9]2[C:8]3[C:12](=[CH:13][CH:14]=[C:6]([CH2:5][C:4]4[CH:3]=[C:2]([F:1])[CH:46]=[C:45]([F:47])[CH:44]=4)[CH:7]=3)[NH:11][N:10]=2)=[O:17])[CH2:36]1. The catalyst class is: 2. (3) Reactant: [CH2:1]([O:3][C:4]([C:6]1[CH:15]=[C:9]2[C:10](=[O:14])[NH:11][CH2:12][CH2:13][N:8]2[N:7]=1)=[O:5])[CH3:2].Br[C:17]1[CH:22]=[CH:21][C:20]([F:23])=[CH:19][CH:18]=1.CNCCNC.C([O-])([O-])=O.[K+].[K+]. Product: [CH2:1]([O:3][C:4]([C:6]1[CH:15]=[C:9]2[C:10](=[O:14])[N:11]([C:17]3[CH:22]=[CH:21][C:20]([F:23])=[CH:19][CH:18]=3)[CH2:12][CH2:13][N:8]2[N:7]=1)=[O:5])[CH3:2]. The catalyst class is: 432. (4) Reactant: [F:1][C:2]1[CH:7]=[CH:6][CH:5]=[CH:4][C:3]=1[S:8][CH2:9][C@@H:10]1[C@H:17]2[C@@H:13]([O:14]C(C)(C)[O:16]2)[C@H:12]([N:20]2[CH:28]=[N:27][C:26]3[C:21]2=[N:22][CH:23]=[N:24][C:25]=3[NH:29][CH:30]2[CH2:34][CH2:33][CH2:32][CH2:31]2)[O:11]1. Product: [CH:30]1([NH:29][C:25]2[N:24]=[CH:23][N:22]=[C:21]3[C:26]=2[N:27]=[CH:28][N:20]3[CH:12]2[C@H:13]([OH:14])[C@H:17]([OH:16])[C@@H:10]([CH2:9][S:8][C:3]3[CH:4]=[CH:5][CH:6]=[CH:7][C:2]=3[F:1])[O:11]2)[CH2:34][CH2:33][CH2:32][CH2:31]1. The catalyst class is: 86. (5) Reactant: [F:1][C:2]1[CH:7]=[C:6]([I:8])[CH:5]=[CH:4][C:3]=1[NH:9][C:10]1[C:18]([N+:19]([O-:21])=[O:20])=[C:17]([O:22][CH3:23])[CH:16]=[C:15]2[C:11]=1[CH:12]=[N:13][NH:14]2.[C:24]([O:28][C:29](O[C:29]([O:28][C:24]([CH3:27])([CH3:26])[CH3:25])=[O:30])=[O:30])([CH3:27])([CH3:26])[CH3:25].C(N(CC)CC)C.CN(C=O)C. Product: [C:24]([O:28][C:29]([N:14]1[C:15]2[C:11](=[C:10]([NH:9][C:3]3[CH:4]=[CH:5][C:6]([I:8])=[CH:7][C:2]=3[F:1])[C:18]([N+:19]([O-:21])=[O:20])=[C:17]([O:22][CH3:23])[CH:16]=2)[CH:12]=[N:13]1)=[O:30])([CH3:27])([CH3:26])[CH3:25]. The catalyst class is: 2. (6) The catalyst class is: 21. Product: [CH3:24][C:2]([CH3:23])([CH3:1])[C@@H:3]([N:5]1[CH2:10][CH2:9][C@:8]([CH2:11][CH2:12][C:13]([OH:27])=[O:14])([C:15]2[CH:16]=[CH:17][C:18]([F:21])=[CH:19][CH:20]=2)[O:7][C:6]1=[O:22])[CH3:4]. Reactant: [CH3:1][C:2]([CH3:24])([CH3:23])[C@@H:3]([N:5]1[CH2:10][CH2:9][C@@:8]([C:15]2[CH:20]=[CH:19][C:18]([F:21])=[CH:17][CH:16]=2)([CH2:11][CH2:12][CH2:13][OH:14])[O:7][C:6]1=[O:22])[CH3:4].CC(C)=[O:27].OS(O)(=O)=O.O=[Cr](=O)=O. (7) Reactant: [NH2:1][C:2]1[C:3]2[C:10]([C:11]3[CH:16]=[CH:15][CH:14]=[C:13]([O:17][CH2:18][C:19]4[CH:24]=[CH:23][CH:22]=[CH:21][CH:20]=4)[CH:12]=3)=[CH:9][N:8]([C@H:25]3[CH2:30][CH2:29][C@H:28]([OH:31])[CH2:27][CH2:26]3)[C:4]=2[N:5]=[CH:6][N:7]=1.[C:32]1([CH3:42])[CH:37]=[CH:36][C:35]([S:38](Cl)(=[O:40])=[O:39])=[CH:34][CH:33]=1. Product: [NH2:1][C:2]1[C:3]2[C:10]([C:11]3[CH:16]=[CH:15][CH:14]=[C:13]([O:17][CH2:18][C:19]4[CH:24]=[CH:23][CH:22]=[CH:21][CH:20]=4)[CH:12]=3)=[CH:9][N:8]([C@H:25]3[CH2:30][CH2:29][C@H:28]([O:31][S:38]([C:35]4[CH:36]=[CH:37][C:32]([CH3:42])=[CH:33][CH:34]=4)(=[O:40])=[O:39])[CH2:27][CH2:26]3)[C:4]=2[N:5]=[CH:6][N:7]=1. The catalyst class is: 4.